Dataset: Full USPTO retrosynthesis dataset with 1.9M reactions from patents (1976-2016). Task: Predict the reactants needed to synthesize the given product. (1) Given the product [C:6]1(=[O:7])[CH:5]2[CH:4]([CH2:8][CH2:4][CH2:5][CH2:6]2)[CH2:8][O:7]1, predict the reactants needed to synthesize it. The reactants are: [BH4-].[Na+].Cl.[CH2:4]1[CH2:8][O:7][CH2:6][CH2:5]1. (2) Given the product [F:21][C:18]([F:19])([F:20])[CH2:17][O:16][C:13]1[CH:12]=[CH:11][C:10]([N:5]2[CH2:1][CH2:2][CH:8]=[CH:7][C:6]2=[O:9])=[CH:15][CH:14]=1, predict the reactants needed to synthesize it. The reactants are: [CH2:1]([N:5]([C:10]1[CH:15]=[CH:14][C:13]([O:16][CH2:17][C:18]([F:21])([F:20])[F:19])=[CH:12][CH:11]=1)[C:6](=[O:9])[CH:7]=[CH2:8])[CH2:2]C=C.